Dataset: Reaction yield outcomes from USPTO patents with 853,638 reactions. Task: Predict the reaction yield, written as a fraction of the theoretical maximum amount of product (1.0 means a 100% yield; for example, 0.34 means a 34% yield). (1) The reactants are [CH2:1]([C:3]1[N:4]([CH2:14][C:15]2[CH:20]=[CH:19][CH:18]=[CH:17][CH:16]=2)[C:5]2[C:10]([CH:11]=1)=[C:9]([O:12]C)[CH:8]=[CH:7][CH:6]=2)[CH3:2].B(Br)(Br)Br. The catalyst is C(Cl)Cl. The product is [CH2:1]([C:3]1[N:4]([CH2:14][C:15]2[CH:20]=[CH:19][CH:18]=[CH:17][CH:16]=2)[C:5]2[C:10]([CH:11]=1)=[C:9]([OH:12])[CH:8]=[CH:7][CH:6]=2)[CH3:2]. The yield is 0.540. (2) The reactants are [CH2:1]([N:8]1[C:20]2[CH:19]=[C:18]3[CH2:21][CH2:22][CH2:23][CH2:24][C:17]3=[C:16]([OH:25])[C:15]=2[C:14]2[C:13]([C:26]([NH2:28])=[O:27])=[CH:12][CH:11]=[CH:10][C:9]1=2)[C:2]1[CH:7]=[CH:6][CH:5]=[CH:4][CH:3]=1.Br[CH2:30][C:31]([O:33][CH3:34])=[O:32].C(=O)([O-])[O-].[Cs+].[Cs+]. The catalyst is CN(C=O)C.C(OCC)(=O)C. The product is [CH2:1]([N:8]1[C:20]2[CH:19]=[C:18]3[CH2:21][CH2:22][CH2:23][CH2:24][C:17]3=[C:16]([O:25][CH2:30][C:31]([O:33][CH3:34])=[O:32])[C:15]=2[C:14]2[C:9]1=[CH:10][CH:11]=[CH:12][C:13]=2[C:26](=[O:27])[NH2:28])[C:2]1[CH:7]=[CH:6][CH:5]=[CH:4][CH:3]=1. The yield is 0.310. (3) The reactants are Br[C:2]1[CH:7]=[CH:6][C:5]([C:8]2[C:9]3[C:14]([C:15]([C:22]4[CH:27]=[CH:26][CH:25]=[CH:24][CH:23]=4)=[C:16]4[C:21]=2[CH:20]=[CH:19][CH:18]=[CH:17]4)=[CH:13][CH:12]=[CH:11][CH:10]=3)=[CH:4][CH:3]=1.[CH:28]1[C:40]2[NH:39][C:38]3[C:33](=[CH:34][C:35]([C:41]4[CH:59]=[CH:58][C:44]([N:45]([C:52]5[CH:57]=[CH:56][CH:55]=[CH:54][CH:53]=5)[C:46]5[CH:51]=[CH:50][CH:49]=[CH:48][CH:47]=5)=[CH:43][CH:42]=4)=[CH:36][CH:37]=3)[C:32]=2[CH:31]=[C:30]([C:60]2[CH:78]=[CH:77][C:63]([N:64]([C:71]3[CH:76]=[CH:75][CH:74]=[CH:73][CH:72]=3)[C:65]3[CH:70]=[CH:69][CH:68]=[CH:67][CH:66]=3)=[CH:62][CH:61]=2)[CH:29]=1.CC(C)([O-])C.[Na+].C(P(C(C)(C)C)C(C)(C)C)(C)(C)C. The catalyst is C1C=CC(/C=C/C(/C=C/C2C=CC=CC=2)=O)=CC=1.C1C=CC(/C=C/C(/C=C/C2C=CC=CC=2)=O)=CC=1.[Pd].CCCCCC.C1(C)C=CC=CC=1. The product is [C:22]1([C:15]2[C:16]3[C:21](=[CH:20][CH:19]=[CH:18][CH:17]=3)[C:8]([C:5]3[CH:4]=[CH:3][C:2]([N:39]4[C:40]5[CH:28]=[CH:29][C:30]([C:60]6[CH:61]=[CH:62][C:63]([N:64]([C:65]7[CH:70]=[CH:69][CH:68]=[CH:67][CH:66]=7)[C:71]7[CH:72]=[CH:73][CH:74]=[CH:75][CH:76]=7)=[CH:77][CH:78]=6)=[CH:31][C:32]=5[C:33]5[C:38]4=[CH:37][CH:36]=[C:35]([C:41]4[CH:42]=[CH:43][C:44]([N:45]([C:52]6[CH:53]=[CH:54][CH:55]=[CH:56][CH:57]=6)[C:46]6[CH:47]=[CH:48][CH:49]=[CH:50][CH:51]=6)=[CH:58][CH:59]=4)[CH:34]=5)=[CH:7][CH:6]=3)=[C:9]3[C:14]=2[CH:13]=[CH:12][CH:11]=[CH:10]3)[CH:23]=[CH:24][CH:25]=[CH:26][CH:27]=1. The yield is 0.420. (4) The reactants are [NH2:1][C:2]1[C:3]([OH:10])=[C:4]([C:7]([O-:9])=[O:8])[S:5][CH:6]=1.[CH3:11][N-:12][CH3:13].[CH3:14][O:15][C:16]1[C:17](=O)[C:18](=[O:22])[C:19]=1[O:20]C. The catalyst is CO. The product is [OH:10][C:3]1[C:2]([NH:1][C:17]2[C:18](=[O:22])[C:19](=[O:20])[C:16]=2[O:15][CH3:14])=[CH:6][S:5][C:4]=1[C:7]([O-:9])=[O:8].[CH3:11][N-:12][CH3:13]. The yield is 0.890.